From a dataset of Full USPTO retrosynthesis dataset with 1.9M reactions from patents (1976-2016). Predict the reactants needed to synthesize the given product. (1) Given the product [Cl:1][C:2]1[C:3]([O:21][CH3:22])=[C:4]([C@H:9]([CH2:19][CH3:20])[CH2:10][C@:11]([OH:18])([C:14]([F:16])([F:15])[F:17])[CH:12]=[N:23][C:24]2[CH:33]=[C:32]([F:34])[CH:31]=[C:30]3[C:25]=2[CH:26]=[CH:27][C:28](=[O:35])[NH:29]3)[CH:5]=[CH:6][C:7]=1[F:8], predict the reactants needed to synthesize it. The reactants are: [Cl:1][C:2]1[C:3]([O:21][CH3:22])=[C:4]([C@H:9]([CH2:19][CH3:20])[CH2:10][C@:11]([OH:18])([C:14]([F:17])([F:16])[F:15])[CH:12]=O)[CH:5]=[CH:6][C:7]=1[F:8].[NH2:23][C:24]1[CH:33]=[C:32]([F:34])[CH:31]=[C:30]2[C:25]=1[CH:26]=[CH:27][C:28](=[O:35])[NH:29]2. (2) Given the product [CH3:1][O:2][C:3](=[O:31])[CH:4]([C:10]1[C:15]([CH3:16])=[CH:14][CH:13]=[C:12]([CH:17]2[CH2:19][CH2:18]2)[C:11]=1[C:20]1[CH:21]=[C:22]2[C:27](=[CH:28][CH:29]=1)[O:26][CH2:25][CH2:24][CH2:23]2)[O:5][CH:44]1[CH2:47][CH2:46][CH2:45]1, predict the reactants needed to synthesize it. The reactants are: [CH3:1][O:2][C:3](=[O:31])[C:4](C)([C:10]1[C:15]([CH3:16])=[CH:14][CH:13]=[C:12]([CH:17]2[CH2:19][CH2:18]2)[C:11]=1[C:20]1[CH:21]=[C:22]2[C:27](=[CH:28][CH:29]=1)[O:26][CH2:25][CH2:24][CH2:23]2)[O:5]S(C)(=O)=O.FC(F)(F)C(O)=O.C(=O)(O)[O-].[Na+].[CH:44]1(O)[CH2:47][CH2:46][CH2:45]1. (3) Given the product [C:1]([NH:5][S:6]([C:9]1[CH:14]=[CH:13][C:12]([NH:19][C:20]2[CH:25]=[CH:24][C:23]([CH2:26][CH2:27][OH:28])=[CH:22][CH:21]=2)=[C:11]([N+:16]([O-:18])=[O:17])[CH:10]=1)(=[O:8])=[O:7])([CH3:4])([CH3:3])[CH3:2], predict the reactants needed to synthesize it. The reactants are: [C:1]([NH:5][S:6]([C:9]1[CH:14]=[CH:13][C:12](Cl)=[C:11]([N+:16]([O-:18])=[O:17])[CH:10]=1)(=[O:8])=[O:7])([CH3:4])([CH3:3])[CH3:2].[NH2:19][C:20]1[CH:25]=[CH:24][C:23]([CH2:26][CH2:27][OH:28])=[CH:22][CH:21]=1. (4) Given the product [C:23]1([N:29]2[CH2:34][CH2:33][N:32]([CH2:21][CH2:20][CH2:19][C:9]3[CH:10]=[C:11]([C:12]4[CH:17]=[CH:16][C:15]([CH3:18])=[CH:14][CH:13]=4)[N:7]([C:1]4[CH:6]=[CH:5][CH:4]=[CH:3][CH:2]=4)[N:8]=3)[CH2:31][CH2:30]2)[CH:28]=[CH:27][CH:26]=[CH:25][CH:24]=1, predict the reactants needed to synthesize it. The reactants are: [C:1]1([N:7]2[C:11]([C:12]3[CH:17]=[CH:16][C:15]([CH3:18])=[CH:14][CH:13]=3)=[CH:10][C:9]([CH2:19][CH2:20][CH:21]=O)=[N:8]2)[CH:6]=[CH:5][CH:4]=[CH:3][CH:2]=1.[C:23]1([N:29]2[CH2:34][CH2:33][NH:32][CH2:31][CH2:30]2)[CH:28]=[CH:27][CH:26]=[CH:25][CH:24]=1.CCN(C(C)C)C(C)C.[BH-](OC(C)=O)(OC(C)=O)OC(C)=O.[Na+]. (5) Given the product [C:10]([C:9]1[C:5]2[S:4][C:3]([CH3:17])=[C:2]([CH3:18])[C:6]=2[NH:7][C:8]=1[C:12]([O:14][CH2:15][CH3:16])=[O:13])#[N:11], predict the reactants needed to synthesize it. The reactants are: Br[C:2]1[C:6]2[NH:7][C:8]([C:12]([O:14][CH2:15][CH3:16])=[O:13])=[C:9]([C:10]#[N:11])[C:5]=2[S:4][C:3]=1[CH3:17].[CH3:18]B1OB(C)OB(C)O1.P([O-])([O-])([O-])=O.[K+].[K+].[K+]. (6) Given the product [Cl:1][C:2]1[CH:21]=[C:20]([C:22]2[CH2:27][CH2:26][C:25](=[O:28])[NH:24][N:23]=2)[CH:19]=[CH:18][C:3]=1[O:4][CH2:5][C:6]([NH:8][CH2:9][CH2:10][C:11]1[CH:12]=[CH:13][C:14]([O:17][CH2:45][CH:46]2[CH2:48][O:47]2)=[CH:15][CH:16]=1)=[O:7], predict the reactants needed to synthesize it. The reactants are: [Cl:1][C:2]1[CH:21]=[C:20]([C:22]2[CH2:27][CH2:26][C:25](=[O:28])[NH:24][N:23]=2)[CH:19]=[CH:18][C:3]=1[O:4][CH2:5][C:6]([NH:8][CH2:9][CH2:10][C:11]1[CH:16]=[CH:15][C:14]([OH:17])=[CH:13][CH:12]=1)=[O:7].ClC1C=C(C2CCC(=O)NN=2)C=CC=1OCC(NCC1C=CC(O[CH2:45][CH:46]2[CH2:48][O:47]2)=CC=1)=O. (7) Given the product [F:28][C:27]([F:30])([F:29])[C:25]([OH:31])=[O:26].[F:20][C:18]1[CH:17]=[CH:16][C:15]([N+:21]([O-:23])=[O:22])=[C:14]([CH:19]=1)[O:13][C@H:10]1[CH2:11][CH2:12][C@H:8]([NH2:7])[CH2:9]1, predict the reactants needed to synthesize it. The reactants are: C(OC(=O)[NH:7][C@H:8]1[CH2:12][CH2:11][C@H:10]([O:13][C:14]2[CH:19]=[C:18]([F:20])[CH:17]=[CH:16][C:15]=2[N+:21]([O-:23])=[O:22])[CH2:9]1)(C)(C)C.[C:25]([OH:31])([C:27]([F:30])([F:29])[F:28])=[O:26].